Dataset: Catalyst prediction with 721,799 reactions and 888 catalyst types from USPTO. Task: Predict which catalyst facilitates the given reaction. Reactant: [F:1][C:2]1[CH:3]=[C:4]([C:12]2[CH:17]=[CH:16][C:15]([O:18][CH2:19][CH:20]3[CH2:25][CH2:24][N:23]([CH2:26][C:27]4([C:31]([F:34])([F:33])[F:32])[CH2:30][CH2:29][CH2:28]4)[CH2:22][CH2:21]3)=[CH:14][CH:13]=2)[CH:5]=[CH:6][C:7]=1[C:8]([O:10]C)=[O:9].O[Li].O.Cl. Product: [F:1][C:2]1[CH:3]=[C:4]([C:12]2[CH:13]=[CH:14][C:15]([O:18][CH2:19][CH:20]3[CH2:25][CH2:24][N:23]([CH2:26][C:27]4([C:31]([F:34])([F:32])[F:33])[CH2:30][CH2:29][CH2:28]4)[CH2:22][CH2:21]3)=[CH:16][CH:17]=2)[CH:5]=[CH:6][C:7]=1[C:8]([OH:10])=[O:9]. The catalyst class is: 20.